This data is from NCI-60 drug combinations with 297,098 pairs across 59 cell lines. The task is: Regression. Given two drug SMILES strings and cell line genomic features, predict the synergy score measuring deviation from expected non-interaction effect. Drug 1: CC1C(C(CC(O1)OC2CC(CC3=C2C(=C4C(=C3O)C(=O)C5=C(C4=O)C(=CC=C5)OC)O)(C(=O)C)O)N)O.Cl. Drug 2: CCC1=C2CN3C(=CC4=C(C3=O)COC(=O)C4(CC)O)C2=NC5=C1C=C(C=C5)O. Cell line: NCIH23. Synergy scores: CSS=37.1, Synergy_ZIP=-7.85, Synergy_Bliss=-2.31, Synergy_Loewe=-3.38, Synergy_HSA=0.930.